Dataset: Catalyst prediction with 721,799 reactions and 888 catalyst types from USPTO. Task: Predict which catalyst facilitates the given reaction. (1) Reactant: [OH:1][CH2:2][C@@H:3]1[CH2:7][C@H:6]([NH:8][C:9]([C:11]2[C:19]3[C:14](=[CH:15][CH:16]=[CH:17][CH:18]=3)[N:13]([CH:20]([CH3:22])[CH3:21])[N:12]=2)=[O:10])[CH2:5][N:4]1[C:23]([O:25][C:26]([CH3:29])([CH3:28])[CH3:27])=[O:24].[H-].[Na+].C1OCCOCCOCCOCCOCCOC1.Br[CH2:51][C:52]([O:54][CH2:55][CH3:56])=[O:53]. Product: [CH2:55]([O:54][C:52](=[O:53])[CH2:51][O:1][CH2:2][C@@H:3]1[CH2:7][C@H:6]([NH:8][C:9]([C:11]2[C:19]3[C:14](=[CH:15][CH:16]=[CH:17][CH:18]=3)[N:13]([CH:20]([CH3:21])[CH3:22])[N:12]=2)=[O:10])[CH2:5][N:4]1[C:23]([O:25][C:26]([CH3:27])([CH3:29])[CH3:28])=[O:24])[CH3:56]. The catalyst class is: 7. (2) Reactant: [OH-:1].[K+].[NH2:3][OH:4].Cl.[F:6][C:7]1[CH:8]=[CH:9][C:10]([N:13]([C:26]2N(C)[C:29]3[CH:32]=[CH:33][CH:34]=[CH:35][C:28]=3[N:27]=2)[CH2:14][CH2:15][CH2:16][CH2:17][CH2:18][CH2:19][CH2:20][C:21](OCC)=[O:22])=[N:11][CH:12]=1. Product: [NH2:3][OH:1].[O:1]1[C:29]2[CH:32]=[CH:33][CH:34]=[CH:35][C:28]=2[N:27]=[C:26]1[N:13]([C:10]1[CH:9]=[CH:8][C:7]([F:6])=[CH:12][N:11]=1)[CH2:14][CH2:15][CH2:16][CH2:17][CH2:18][CH2:19][CH2:20][C:21]([NH:3][OH:4])=[O:22]. The catalyst class is: 5.